Dataset: Peptide-MHC class II binding affinity with 134,281 pairs from IEDB. Task: Regression. Given a peptide amino acid sequence and an MHC pseudo amino acid sequence, predict their binding affinity value. This is MHC class II binding data. (1) The peptide sequence is KMFESTYRGAKRMAI. The MHC is DRB1_1101 with pseudo-sequence DRB1_1101. The binding affinity (normalized) is 0.846. (2) The peptide sequence is AAVVRFQEAANKQKQ. The MHC is HLA-DPA10103-DPB10301 with pseudo-sequence HLA-DPA10103-DPB10301. The binding affinity (normalized) is 0.590. (3) The peptide sequence is EKKYFAATQFEPLAC. The MHC is DRB1_1001 with pseudo-sequence DRB1_1001. The binding affinity (normalized) is 0.797. (4) The peptide sequence is AEHQAIVRDVLAAGD. The MHC is DRB1_0901 with pseudo-sequence DRB1_0901. The binding affinity (normalized) is 0.0416.